From a dataset of Reaction yield outcomes from USPTO patents with 853,638 reactions. Predict the reaction yield, written as a fraction of the theoretical maximum amount of product (1.0 means a 100% yield; for example, 0.34 means a 34% yield). (1) The reactants are [CH2:1]([C@@H:8]1[CH2:12][O:11][C:10](=[O:13])[N:9]1[C:14](=[O:19])[CH2:15][CH:16]([CH3:18])[CH3:17])[C:2]1[CH:7]=[CH:6][CH:5]=[CH:4][CH:3]=1.[Li+].C[Si]([N-][Si](C)(C)C)(C)C.[CH3:30][O:31][C:32]1[CH:39]=[CH:38][C:35]([CH2:36]Br)=[CH:34][C:33]=1[O:40][CH2:41][CH2:42][CH2:43][O:44][CH3:45]. The catalyst is C1COCC1. The product is [CH3:45][O:44][CH2:43][CH2:42][CH2:41][O:40][C:33]1[CH:34]=[C:35]([CH:38]=[CH:39][C:32]=1[O:31][CH3:30])[CH2:36][C@H:15]([CH:16]([CH3:17])[CH3:18])[C:14]([N:9]1[C@H:8]([CH2:1][C:2]2[CH:3]=[CH:4][CH:5]=[CH:6][CH:7]=2)[CH2:12][O:11][C:10]1=[O:13])=[O:19]. The yield is 0.840. (2) The reactants are P(Cl)(Cl)(Cl)(Cl)[Cl:2].N1C=CC=CC=1.C1(CC([NH:22][CH:23]2[C:45](=[O:46])[N:25]3[C:26]([C:33]([O:35][CH2:36][C:37]4[CH:42]=[CH:41][C:40]([O:43][CH3:44])=[CH:39][CH:38]=4)=[O:34])=[C:27]([CH:30]=[CH:31][CH3:32])[CH2:28][S:29][C@H:24]23)=O)C=CC=CC=1.C(O)CC(O)C. The catalyst is C(Cl)Cl.C(OCC)C. The product is [NH2:22][CH:23]1[C:45](=[O:46])[N:25]2[C:26]([C:33]([O:35][CH2:36][C:37]3[CH:38]=[CH:39][C:40]([O:43][CH3:44])=[CH:41][CH:42]=3)=[O:34])=[C:27]([CH:30]=[CH:31][CH3:32])[CH2:28][S:29][C@H:24]12.[ClH:2]. The yield is 0.880. (3) The reactants are Br[C:2]1[CH:41]=[CH:40][C:5]([CH2:6][CH:7]([NH:30][S:31]([C:34]2[CH:35]=[N:36][CH:37]=[CH:38][CH:39]=2)(=[O:33])=[O:32])[C:8]2[N:13]=[C:12]([N:14]([CH2:22][C:23]([O:25][C:26]([CH3:29])([CH3:28])[CH3:27])=[O:24])[C:15]([O:17][C:18]([CH3:21])([CH3:20])[CH3:19])=[O:16])[CH:11]=[CH:10][CH:9]=2)=[CH:4][CH:3]=1.[Cl:42][C:43]1[CH:48]=[CH:47][C:46](B(O)O)=[CH:45][CH:44]=1. No catalyst specified. The product is [C:18]([O:17][C:15]([N:14]([CH2:22][C:23]([O:25][C:26]([CH3:27])([CH3:29])[CH3:28])=[O:24])[C:12]1[CH:11]=[CH:10][CH:9]=[C:8]([CH:7]([CH2:6][C:5]2[CH:40]=[CH:41][C:2]([C:46]3[CH:47]=[CH:48][C:43]([Cl:42])=[CH:44][CH:45]=3)=[CH:3][CH:4]=2)[NH:30][S:31]([C:34]2[CH:35]=[N:36][CH:37]=[CH:38][CH:39]=2)(=[O:33])=[O:32])[N:13]=1)=[O:16])([CH3:21])([CH3:20])[CH3:19]. The yield is 0.840. (4) The reactants are [Br:1][C:2]1[C:6]([N+:7]([O-])=O)=[C:5]([Br:10])[S:4][C:3]=1[C:11]([O:13][CH2:14][CH3:15])=[O:12].C(=O)(O)[O-].[Na+].C(OCC)(=O)C. The catalyst is C(O)(=O)C.[Fe]. The product is [NH2:7][C:6]1[C:2]([Br:1])=[C:3]([C:11]([O:13][CH2:14][CH3:15])=[O:12])[S:4][C:5]=1[Br:10]. The yield is 0.655. (5) The reactants are C([Li])CCC.[Cl:6][C:7]1[CH:12]=[CH:11][C:10]([O:13][CH2:14][CH3:15])=[CH:9][C:8]=1I.[B:17](OC(C)C)([O:22]C(C)C)[O:18]C(C)C. The product is [Cl:6][C:7]1[CH:12]=[CH:11][C:10]([O:13][CH2:14][CH3:15])=[CH:9][C:8]=1[B:17]([OH:22])[OH:18]. The catalyst is CCCCCC.C1COCC1.CCOC(C)=O.Cl. The yield is 0.590.